The task is: Predict the reactants needed to synthesize the given product.. This data is from Full USPTO retrosynthesis dataset with 1.9M reactions from patents (1976-2016). (1) Given the product [Cl:14][CH2:15][C:16]1[CH:21]=[CH:20][C:19]([CH2:22][N:11]2[CH2:12][CH2:13][N:8]([C:6]([O:5][C:1]([CH3:4])([CH3:2])[CH3:3])=[O:7])[CH2:9][CH2:10]2)=[CH:18][CH:17]=1, predict the reactants needed to synthesize it. The reactants are: [C:1]([O:5][C:6]([N:8]1[CH2:13][CH2:12][NH:11][CH2:10][CH2:9]1)=[O:7])([CH3:4])([CH3:3])[CH3:2].[Cl:14][CH:15](Cl)[C:16]1[CH:21]=[CH:20][C:19]([CH3:22])=[CH:18][CH:17]=1.CCN(C(C)C)C(C)C.C([O-])(O)=O.[Na+]. (2) Given the product [C:20]([OH:22])(=[O:21])[C:19]1[CH:24]=[CH:25][CH:16]=[CH:17][CH:18]=1, predict the reactants needed to synthesize it. The reactants are: C(OC(N(C[C@@H](C1C=CC=C(Cl)C=1)O)CCC1C=CC(O[C:16]2[CH:25]=[CH:24][C:19]([C:20]([O:22]C)=[O:21])=[CH:18][CH:17]=2)=CC=1)=O)(C)(C)C.[OH-].[Na+]. (3) Given the product [F:8][C:6]1[CH:5]=[C:4]([C:9]2([CH3:16])[NH:13][C:12](=[O:14])[N:11]([CH2:29][C:28]3[CH:31]=[CH:32][C:25]([O:24][CH3:23])=[CH:26][CH:27]=3)[C:10]2=[O:15])[CH:3]=[C:2]([F:1])[CH:7]=1, predict the reactants needed to synthesize it. The reactants are: [F:1][C:2]1[CH:3]=[C:4]([C:9]2([CH3:16])[NH:13][C:12](=[O:14])[NH:11][C:10]2=[O:15])[CH:5]=[C:6]([F:8])[CH:7]=1.C(=O)([O-])[O-].[K+].[K+].[CH3:23][O:24][C:25]1[CH:32]=[CH:31][C:28]([CH2:29]Cl)=[CH:27][CH:26]=1. (4) Given the product [CH3:33][C:30]1([CH3:34])[CH2:31][O:32][C:1]([C:3]2[CH:4]=[C:5]([C:9]3[CH:10]=[CH:11][C:12]4[O:16][C:15]([C:17]5[CH:22]=[CH:21][C:20]([F:23])=[CH:19][CH:18]=5)=[C:14]([C:24]([NH:26][CH3:27])=[O:25])[C:13]=4[CH:28]=3)[CH:6]=[CH:7][CH:8]=2)=[N:2]1, predict the reactants needed to synthesize it. The reactants are: [C:1]([C:3]1[CH:4]=[C:5]([C:9]2[CH:10]=[CH:11][C:12]3[O:16][C:15]([C:17]4[CH:22]=[CH:21][C:20]([F:23])=[CH:19][CH:18]=4)=[C:14]([C:24]([NH:26][CH3:27])=[O:25])[C:13]=3[CH:28]=2)[CH:6]=[CH:7][CH:8]=1)#[N:2].N[C:30]([CH3:34])([CH3:33])[CH2:31][OH:32].